This data is from Catalyst prediction with 721,799 reactions and 888 catalyst types from USPTO. The task is: Predict which catalyst facilitates the given reaction. (1) Reactant: [C:1]([O:5][C:6]([NH:8][CH2:9][C@H:10]1[CH2:15][CH2:14][C@H:13]([C:16]([NH:18][C@H:19]([C:37](=[O:50])[NH:38][C:39]2[CH:44]=[CH:43][C:42]([C:45]3[N:46]=[N:47][NH:48][N:49]=3)=[CH:41][CH:40]=2)[CH2:20][C:21]2[CH:26]=[CH:25][C:24]([C:27]3[CH:32]=[CH:31][C:30]([C:33]([OH:35])=O)=[CH:29][C:28]=3[CH3:36])=[CH:23][CH:22]=2)=[O:17])[CH2:12][CH2:11]1)=[O:7])([CH3:4])([CH3:3])[CH3:2].[NH2:51][C@H:52]1[CH2:57][CH2:56][C@H:55]([OH:58])[CH2:54][CH2:53]1.F[P-](F)(F)(F)(F)F.CN(C(ON1C2=NC=CC=C2N=N1)=[N+](C)C)C.C(N(CC)C(C)C)(C)C. Product: [OH:58][C@H:55]1[CH2:56][CH2:57][C@H:52]([NH:51][C:33]([C:30]2[CH:31]=[CH:32][C:27]([C:24]3[CH:23]=[CH:22][C:21]([CH2:20][C@H:19]([NH:18][C:16]([C@H:13]4[CH2:12][CH2:11][C@H:10]([CH2:9][NH:8][C:6](=[O:7])[O:5][C:1]([CH3:4])([CH3:2])[CH3:3])[CH2:15][CH2:14]4)=[O:17])[C:37](=[O:50])[NH:38][C:39]4[CH:44]=[CH:43][C:42]([C:45]5[N:49]=[N:48][NH:47][N:46]=5)=[CH:41][CH:40]=4)=[CH:26][CH:25]=3)=[C:28]([CH3:36])[CH:29]=2)=[O:35])[CH2:53][CH2:54]1. The catalyst class is: 7. (2) Reactant: [F:1][C:2]1[CH:7]=[CH:6][C:5]([C@@H:8]2[C@@H:16]([OH:17])[CH2:15][CH2:14][C@@H:13]3[C@H:9]2[CH2:10][N:11](C(OC(C)(C)C)=O)[CH2:12]3)=[CH:4][CH:3]=1.[F:25][C:26]([F:41])([F:40])[C:27]1[CH:28]=[C:29]([CH:33]=[C:34]([C:36]([F:39])([F:38])[F:37])[CH:35]=1)[C:30](Cl)=O.[CH2:42](Cl)Cl. Product: [F:25][C:26]([F:41])([F:40])[C:27]1[CH:28]=[C:29]([C@H:30]([O:17][C@H:16]2[CH2:15][CH2:14][C@@H:13]3[C@@H:9]([CH2:10][NH:11][CH2:12]3)[C@@H:8]2[C:5]2[CH:4]=[CH:3][C:2]([F:1])=[CH:7][CH:6]=2)[CH3:42])[CH:33]=[C:34]([C:36]([F:39])([F:38])[F:37])[CH:35]=1. The catalyst class is: 142. (3) Reactant: [Li+].[OH-].C[O:4][C:5](=[O:32])[CH:6]([N:8]1[CH:12]=[C:11]([C:13]2[CH:14]=[N:15][C:16]([NH2:31])=[C:17]([O:19][CH:20]([C:22]3[C:27]([Cl:28])=[CH:26][CH:25]=[C:24]([F:29])[C:23]=3[Cl:30])[CH3:21])[CH:18]=2)[CH:10]=[N:9]1)[CH3:7].C1COCC1.CO. Product: [NH2:31][C:16]1[N:15]=[CH:14][C:13]([C:11]2[CH:10]=[N:9][N:8]([CH:6]([CH3:7])[C:5]([OH:32])=[O:4])[CH:12]=2)=[CH:18][C:17]=1[O:19][CH:20]([C:22]1[C:27]([Cl:28])=[CH:26][CH:25]=[C:24]([F:29])[C:23]=1[Cl:30])[CH3:21]. The catalyst class is: 6. (4) Reactant: [H-].[Al+3].[Li+].[H-].[H-].[H-].C[O:8][C:9]([C@H:11]1[CH2:16][CH2:15][C@@H:14]([NH:17][C:18]([O:20][C:21]([CH3:24])([CH3:23])[CH3:22])=[O:19])[CH2:13][CH2:12]1)=O.O. Product: [C:21]([O:20][C:18]([NH:17][C@H:14]1[CH2:13][CH2:12][C@@H:11]([CH2:9][OH:8])[CH2:16][CH2:15]1)=[O:19])([CH3:24])([CH3:23])[CH3:22]. The catalyst class is: 27. (5) Reactant: Br[C:2]1[CH:7]=[CH:6][CH:5]=[CH:4][C:3]=1[CH2:8][C:9]([O:11][CH2:12][CH3:13])=[O:10].[F:14][C:15]1[CH:20]=[CH:19][CH:18]=[CH:17][C:16]=1B(O)O.C(=O)([O-])[O-].[K+].[K+].O. Product: [F:14][C:15]1[CH:20]=[CH:19][CH:18]=[CH:17][C:16]=1[C:2]1[CH:7]=[CH:6][CH:5]=[CH:4][C:3]=1[CH2:8][C:9]([O:11][CH2:12][CH3:13])=[O:10]. The catalyst class is: 70. (6) Reactant: FC(F)(F)S(O[C:7]1[CH2:11][N:10]([C:12]([O:14][C:15]([CH3:18])([CH3:17])[CH3:16])=[O:13])[C@H:9]([C:19]([O:21][CH3:22])=[O:20])[CH:8]=1)(=O)=O.[CH:25]1(B(O)O)CC1.C([O-])([O-])=O.[Na+].[Na+]. Product: [CH3:25][C:7]1[CH2:11][N:10]([C:12]([O:14][C:15]([CH3:18])([CH3:17])[CH3:16])=[O:13])[C@H:9]([C:19]([O:21][CH3:22])=[O:20])[CH:8]=1. The catalyst class is: 77. (7) Reactant: [Br:1][C:2]1[CH:8]=[C:7]([N+:9]([O-])=O)[C:5]([NH2:6])=[C:4]([F:12])[C:3]=1[F:13].O.O.[Sn](Cl)Cl.C(=O)([O-])O.[Na+]. Product: [Br:1][C:2]1[CH:8]=[C:7]([NH2:9])[C:5]([NH2:6])=[C:4]([F:12])[C:3]=1[F:13]. The catalyst class is: 40.